From a dataset of Catalyst prediction with 721,799 reactions and 888 catalyst types from USPTO. Predict which catalyst facilitates the given reaction. (1) Product: [NH2:8][C:6]1[CH:5]=[CH:4][C:3]([N:11]2[CH2:16][CH2:15][N:14]([C:17]([O:19][C:20]([CH3:22])([CH3:21])[CH3:23])=[O:18])[CH2:13][C@@H:12]2[CH3:24])=[C:2]([F:1])[CH:7]=1. The catalyst class is: 19. Reactant: [F:1][C:2]1[CH:7]=[C:6]([N+:8]([O-])=O)[CH:5]=[CH:4][C:3]=1[N:11]1[CH2:16][CH2:15][N:14]([C:17]([O:19][C:20]([CH3:23])([CH3:22])[CH3:21])=[O:18])[CH2:13][C@@H:12]1[CH3:24].[H][H]. (2) Reactant: [Cl:1]/[CH:2]=[CH:3]\Cl.[CH2:5]([C:8]1[CH:13]=[CH:12][C:11]([O:14][CH3:15])=[C:10]([O:16][CH3:17])[CH:9]=1)C=C. Product: [Cl:1]/[CH:2]=[CH:3]\[CH2:5][C:8]1[CH:13]=[CH:12][C:11]([O:14][CH3:15])=[C:10]([O:16][CH3:17])[CH:9]=1. The catalyst class is: 48.